Predict which catalyst facilitates the given reaction. From a dataset of Catalyst prediction with 721,799 reactions and 888 catalyst types from USPTO. (1) Reactant: [F:1][C:2]1[C:3]([I:12])=[C:4]([C:8]([CH3:11])=[CH:9][CH:10]=1)[C:5]([OH:7])=[O:6].C([O-])([O-])=O.[K+].[K+].[CH2:19](I)[CH3:20]. Product: [CH2:19]([O:6][C:5](=[O:7])[C:4]1[C:8]([CH3:11])=[CH:9][CH:10]=[C:2]([F:1])[C:3]=1[I:12])[CH3:20]. The catalyst class is: 3. (2) Reactant: [NH:1]1[CH2:6][CH2:5][O:4][CH2:3][C@@H:2]1[CH2:7][OH:8].F[C:10]1[CH:15]=[CH:14][CH:13]=[CH:12][C:11]=1[N+:16]([O-:18])=[O:17].C(=O)([O-])[O-].[K+].[K+]. Product: [N+:16]([C:11]1[CH:12]=[CH:13][C:14]([N:1]2[CH2:6][CH2:5][O:4][CH2:3][C@@H:2]2[CH2:7][OH:8])=[CH:15][CH:10]=1)([O-:18])=[O:17]. The catalyst class is: 9. (3) The catalyst class is: 4. Reactant: [CH3:1][S:2]([C:5]1[CH:6]=[C:7]([CH2:15]O)[CH:8]=[C:9]([C:11]([F:14])([F:13])[F:12])[CH:10]=1)(=[O:4])=[O:3].C1(P(C2C=CC=CC=2)C2C=CC=CC=2)C=CC=CC=1.C1C(=O)N([Br:43])C(=O)C1.O. Product: [Br:43][CH2:15][C:7]1[CH:8]=[C:9]([C:11]([F:14])([F:13])[F:12])[CH:10]=[C:5]([S:2]([CH3:1])(=[O:4])=[O:3])[CH:6]=1. (4) Reactant: FC(F)(F)S(O[C:7]1[CH:16]=[C:15]2[C:10]([CH:11]=[CH:12][C:13](=[O:24])[N:14]2[C:17]2[CH:22]=[CH:21][CH:20]=[CH:19][C:18]=2[Cl:23])=[C:9]([C:25]2[CH:30]=[CH:29][CH:28]=[CH:27][C:26]=2[Cl:31])[CH:8]=1)(=O)=O.[CH:34]([NH:37][CH2:38][CH2:39][NH2:40])([CH3:36])[CH3:35].C1C=CC(P(C2C(C3C(P(C4C=CC=CC=4)C4C=CC=CC=4)=CC=C4C=3C=CC=C4)=C3C(C=CC=C3)=CC=2)C2C=CC=CC=2)=CC=1.C(=O)([O-])[O-].[Cs+].[Cs+]. Product: [Cl:23][C:18]1[CH:19]=[CH:20][CH:21]=[CH:22][C:17]=1[N:14]1[C:15]2[C:10](=[C:9]([C:25]3[CH:30]=[CH:29][CH:28]=[CH:27][C:26]=3[Cl:31])[CH:8]=[C:7]([NH:40][CH2:39][CH2:38][NH:37][CH:34]([CH3:36])[CH3:35])[CH:16]=2)[CH:11]=[CH:12][C:13]1=[O:24]. The catalyst class is: 160. (5) Reactant: [Ca].[O:2]=[CH:3][C@@H:4]([C@H:6]([C@H:8]([C@@H:10]([CH2:12][OH:13])[OH:11])[OH:9])[OH:7])[OH:5].[OH:14][CH2:15][C:16]([C@H:18]([C@H:20]([C@@H:22]([CH2:24][OH:25])[OH:23])[OH:21])[OH:19])=[O:17].O=C[C@@H]([C@H]([C@@H]([C@@H](CO)O)O)O)O.[Cl-].[Cl-].[Ca+2]. Product: [O:2]=[CH:3][C@@H:4]([C@H:6]([C@H:8]([C@@H:10]([CH2:12][OH:13])[OH:11])[OH:9])[OH:7])[OH:5].[OH:14][CH2:15][C:16]([C@H:18]([C@H:20]([C@@H:22]([CH2:24][OH:25])[OH:23])[OH:21])[OH:19])=[O:17]. The catalyst class is: 6. (6) Reactant: [ClH:1].[CH2:2]([CH:5]([CH2:8][CH:9]=[CH2:10])[NH:6][CH3:7])[CH:3]=[CH2:4].[S:11](=[O:13])=[O:12].CC(N=NC(C#N)(C)C)(C#N)C. Product: [ClH:1].[CH2:2]([CH:5]([CH2:8][CH:9]=[CH2:10])[NH:6][CH3:7])[CH:3]=[CH2:4].[S:11](=[O:13])=[O:12]. The catalyst class is: 5.